Predict the reactants needed to synthesize the given product. From a dataset of Full USPTO retrosynthesis dataset with 1.9M reactions from patents (1976-2016). (1) Given the product [CH2:1]([C:3]1[CH:4]=[N:5][C:6]([N:9]2[CH2:14][CH2:13][CH:12]([O:15][CH2:16][CH2:17][OH:18])[CH2:11][CH2:10]2)=[N:7][CH:8]=1)[CH3:2], predict the reactants needed to synthesize it. The reactants are: [CH2:1]([C:3]1[CH:4]=[N:5][C:6]([N:9]2[CH2:14][CH2:13][CH:12]([O:15][CH2:16][CH2:17][O:18]C3CCCCO3)[CH2:11][CH2:10]2)=[N:7][CH:8]=1)[CH3:2].O.C1(C)C=CC(S(O)(=O)=O)=CC=1. (2) Given the product [CH2:13]([O:15][P:16]([CH2:21][O:22][C:2]1[CH:7]=[CH:6][C:5]([Br:8])=[CH:4][C:3]=1[N+:9]([O-:11])=[O:10])([O:17][CH2:18][CH3:19])=[O:20])[CH3:14], predict the reactants needed to synthesize it. The reactants are: F[C:2]1[CH:7]=[CH:6][C:5]([Br:8])=[CH:4][C:3]=1[N+:9]([O-:11])=[O:10].[Na].[CH2:13]([O:15][P:16]([CH2:21][OH:22])(=[O:20])[O:17][CH2:18][CH3:19])[CH3:14].